This data is from Full USPTO retrosynthesis dataset with 1.9M reactions from patents (1976-2016). The task is: Predict the reactants needed to synthesize the given product. Given the product [Br:7][C:8]1[CH:13]=[CH:12][C:11]([Cl:14])=[C:10]([O:4][CH3:1])[C:9]=1[F:16], predict the reactants needed to synthesize it. The reactants are: [C:1](=[O:4])([O-])[O-].[K+].[K+].[Br:7][C:8]1[C:9]([F:16])=[C:10](O)[C:11]([Cl:14])=[CH:12][CH:13]=1.CI.